Task: Regression/Classification. Given a drug SMILES string, predict its absorption, distribution, metabolism, or excretion properties. Task type varies by dataset: regression for continuous measurements (e.g., permeability, clearance, half-life) or binary classification for categorical outcomes (e.g., BBB penetration, CYP inhibition). For this dataset (solubility_aqsoldb), we predict Y.. Dataset: Aqueous solubility values for 9,982 compounds from the AqSolDB database (1) The compound is Clc1cc(Cl)c(Cl)c(Oc2cc(Cl)c(Cl)cc2Cl)c1. The Y is -8.41 log mol/L. (2) The drug is CCCCOC=O. The Y is -1.13 log mol/L. (3) The compound is Nc1nc(N)nc(N)n1. The Y is -1.56 log mol/L. (4) The drug is CCOc1no[n+]([O-])c1S(=O)(=O)c1ccccc1. The Y is -4.24 log mol/L. (5) The Y is -1.70 log mol/L. The drug is FC(F)(F)C(Cl)Br. (6) The drug is CC(Br)C(=O)NCC(=O)NCC(=O)O. The Y is -0.964 log mol/L. (7) The molecule is C=CC(=O)NCOCCCC. The Y is -0.654 log mol/L. (8) The drug is COC(=O)c1ccc(C(=O)OC)c([N+](=O)[O-])c1. The Y is -2.84 log mol/L.